Task: Predict the reactants needed to synthesize the given product.. Dataset: Full USPTO retrosynthesis dataset with 1.9M reactions from patents (1976-2016) (1) Given the product [CH:1]([C:4]1[S:8][C:7]([N:9]([CH2:37][O:36][CH2:35][CH2:34][Si:33]([CH3:40])([CH3:39])[CH3:32])[S:10]([C:13]2[CH:18]=[CH:17][C:16]([O:19][C:20](=[O:22])[CH3:21])=[CH:15][CH:14]=2)(=[O:11])=[O:12])=[N:6][N:5]=1)([CH3:3])[CH3:2], predict the reactants needed to synthesize it. The reactants are: [CH:1]([C:4]1[S:8][C:7]([NH:9][S:10]([C:13]2[CH:18]=[CH:17][C:16]([O:19][C:20](=[O:22])[CH3:21])=[CH:15][CH:14]=2)(=[O:12])=[O:11])=[N:6][N:5]=1)([CH3:3])[CH3:2].C(N(CC)C(C)C)(C)C.[CH3:32][Si:33]([CH3:40])([CH3:39])[CH2:34][CH2:35][O:36][CH2:37]Cl. (2) Given the product [Br:1][C:2]1[CH:3]=[CH:4][C:5]([O:8][CH:16]([F:21])[F:20])=[N:6][CH:7]=1, predict the reactants needed to synthesize it. The reactants are: [Br:1][C:2]1[CH:3]=[CH:4][C:5]([OH:8])=[N:6][CH:7]=1.C(=O)([O-])[O-].[Cs+].[Cs+].Cl[C:16]([F:21])([F:20])C([O-])=O.[Na+].